This data is from Full USPTO retrosynthesis dataset with 1.9M reactions from patents (1976-2016). The task is: Predict the reactants needed to synthesize the given product. (1) Given the product [C:26]([O:25][C:23]([NH:22][C:17]1[CH:16]=[C:15]([C:10]([CH3:12])([CH3:11])[C:9]([C:4]2[CH:5]=[CH:6][CH:7]=[CH:8][C:3]=2[O:2][CH3:1])=[O:13])[CH:20]=[CH:19][C:18]=1[F:21])=[O:24])([CH3:29])([CH3:28])[CH3:27], predict the reactants needed to synthesize it. The reactants are: [CH3:1][O:2][C:3]1[CH:8]=[CH:7][CH:6]=[CH:5][C:4]=1[C:9](=[O:13])[CH:10]([CH3:12])[CH3:11].Br[C:15]1[CH:20]=[CH:19][C:18]([F:21])=[C:17]([NH:22][C:23]([O:25][C:26]([CH3:29])([CH3:28])[CH3:27])=[O:24])[CH:16]=1.CC(C)([O-])C.[Na+].Cl. (2) Given the product [CH3:9][O:8][C:6]([C:5]1[CH:4]=[C:3]([CH3:2])[C:12]([P:15]([O:16][CH2:17][C:18]2[CH:19]=[CH:20][CH:21]=[CH:22][CH:23]=2)(=[O:24])[O:32][CH2:40][C:41]2[CH:46]=[CH:45][CH:44]=[CH:43][CH:42]=2)=[C:11]([CH3:13])[C:10]=1[P:15]([O:16][CH2:17][C:18]1[CH:19]=[CH:20][CH:21]=[CH:22][CH:23]=1)(=[O:24])[O:32][CH2:33][C:34]1[CH:35]=[CH:36][CH:37]=[CH:38][CH:39]=1)=[O:7], predict the reactants needed to synthesize it. The reactants are: Br[CH2:2][C:3]1[CH:4]=[C:5]([CH:10]=[C:11]([CH2:13]Br)[CH:12]=1)[C:6]([O:8][CH3:9])=[O:7].[P:15]([O:32][CH2:33][C:34]1[CH:39]=[CH:38][CH:37]=[CH:36][CH:35]=1)([O:24]CC1C=CC=CC=1)[O:16][CH2:17][C:18]1[CH:23]=[CH:22][CH:21]=[CH:20][CH:19]=1.[CH2:40](Br)[C:41]1[CH:46]=[CH:45][CH:44]=[CH:43][CH:42]=1. (3) Given the product [F:1][C:2]1[CH:7]=[CH:6][CH:5]=[CH:4][C:3]=1[N:8]1[C:12]([C:13]2[CH:14]=[CH:15][N:16]=[CH:17][CH:18]=2)=[C:11]([C:19]2[O:23][N:22]=[C:21]([C:24]3[CH:25]=[CH:26][C:27]([CH2:28][N:36]4[CH2:37][CH2:38][CH:33]([OH:32])[CH2:34][CH2:35]4)=[CH:30][CH:31]=3)[N:20]=2)[N:10]=[N:9]1, predict the reactants needed to synthesize it. The reactants are: [F:1][C:2]1[CH:7]=[CH:6][CH:5]=[CH:4][C:3]=1[N:8]1[C:12]([C:13]2[CH:18]=[CH:17][N:16]=[CH:15][CH:14]=2)=[C:11]([C:19]2[O:23][N:22]=[C:21]([C:24]3[CH:31]=[CH:30][C:27]([CH:28]=O)=[CH:26][CH:25]=3)[N:20]=2)[N:10]=[N:9]1.[OH:32][CH:33]1[CH2:38][CH2:37][NH:36][CH2:35][CH2:34]1. (4) Given the product [F:35][C:36]([F:49])([F:48])[S:37]([O:1][C:2]1[C:3]2[C:4]3[C:5]([C:24](=[O:34])[N:25]([C:27]4[CH:32]=[CH:31][CH:30]=[CH:29][C:28]=4[CH3:33])[N:26]=3)=[CH:6][N:7]([CH2:12][C:13]3[CH:18]=[CH:17][C:16]([N:19]4[CH:23]=[CH:22][CH:21]=[N:20]4)=[CH:15][CH:14]=3)[C:8]=2[CH:9]=[CH:10][CH:11]=1)(=[O:39])=[O:38], predict the reactants needed to synthesize it. The reactants are: [OH:1][C:2]1[C:3]2[C:4]3[C:5]([C:24](=[O:34])[N:25]([C:27]4[CH:32]=[CH:31][CH:30]=[CH:29][C:28]=4[CH3:33])[N:26]=3)=[CH:6][N:7]([CH2:12][C:13]3[CH:18]=[CH:17][C:16]([N:19]4[CH:23]=[CH:22][CH:21]=[N:20]4)=[CH:15][CH:14]=3)[C:8]=2[CH:9]=[CH:10][CH:11]=1.[F:35][C:36]([F:49])([F:48])[S:37](O[S:37]([C:36]([F:49])([F:48])[F:35])(=[O:39])=[O:38])(=[O:39])=[O:38].C(=O)(O)[O-].[Na+]. (5) Given the product [C:15]([O:14][SiH:3]([O:9][C:10]([CH3:13])([CH3:12])[CH3:11])[O:4][C:5]([CH3:8])([CH3:7])[CH3:6])([CH3:18])([CH3:17])[CH3:16], predict the reactants needed to synthesize it. The reactants are: C([Si:3]([O:14][C:15]([CH3:18])([CH3:17])[CH3:16])([O:9][C:10]([CH3:13])([CH3:12])[CH3:11])[O:4][C:5]([CH3:8])([CH3:7])[CH3:6])=C.